Dataset: Merck oncology drug combination screen with 23,052 pairs across 39 cell lines. Task: Regression. Given two drug SMILES strings and cell line genomic features, predict the synergy score measuring deviation from expected non-interaction effect. (1) Drug 1: CCC1(O)CC2CN(CCc3c([nH]c4ccccc34)C(C(=O)OC)(c3cc4c(cc3OC)N(C)C3C(O)(C(=O)OC)C(OC(C)=O)C5(CC)C=CCN6CCC43C65)C2)C1. Drug 2: CCc1cnn2c(NCc3ccc[n+]([O-])c3)cc(N3CCCCC3CCO)nc12. Cell line: UWB1289. Synergy scores: synergy=-34.8. (2) Synergy scores: synergy=-0.618. Drug 1: N#Cc1ccc(Cn2cncc2CN2CCN(c3cccc(Cl)c3)C(=O)C2)cc1. Drug 2: CCc1cnn2c(NCc3ccc[n+]([O-])c3)cc(N3CCCCC3CCO)nc12. Cell line: ZR751. (3) Drug 1: COc1cc(C2c3cc4c(cc3C(OC3OC5COC(C)OC5C(O)C3O)C3COC(=O)C23)OCO4)cc(OC)c1O. Drug 2: Cn1cc(-c2cnn3c(N)c(Br)c(C4CCCNC4)nc23)cn1. Cell line: EFM192B. Synergy scores: synergy=32.1. (4) Drug 1: O=C(O)C1(Cc2cccc(Nc3nccs3)n2)CCC(Oc2cccc(Cl)c2F)CC1. Drug 2: Cn1cc(-c2cnn3c(N)c(Br)c(C4CCCNC4)nc23)cn1. Cell line: SKMEL30. Synergy scores: synergy=26.8. (5) Drug 1: C#Cc1cccc(Nc2ncnc3cc(OCCOC)c(OCCOC)cc23)c1. Drug 2: Cn1cc(-c2cnn3c(N)c(Br)c(C4CCCNC4)nc23)cn1. Cell line: OCUBM. Synergy scores: synergy=13.5. (6) Drug 1: Cn1nnc2c(C(N)=O)ncn2c1=O. Drug 2: CCc1c2c(nc3ccc(O)cc13)-c1cc3c(c(=O)n1C2)COC(=O)C3(O)CC. Cell line: HCT116. Synergy scores: synergy=-9.56.